From a dataset of Reaction yield outcomes from USPTO patents with 853,638 reactions. Predict the reaction yield, written as a fraction of the theoretical maximum amount of product (1.0 means a 100% yield; for example, 0.34 means a 34% yield). The reactants are [CH:1]1([CH2:6][CH:7]([C:11]2[CH:16]=[CH:15][C:14]([I:17])=[CH:13][CH:12]=2)[C:8]([OH:10])=[O:9])[CH2:5][CH2:4][CH2:3][CH2:2]1.[CH3:18]O. The catalyst is S(=O)(=O)(O)O. The product is [CH3:18][O:9][C:8](=[O:10])[CH:7]([C:11]1[CH:16]=[CH:15][C:14]([I:17])=[CH:13][CH:12]=1)[CH2:6][CH:1]1[CH2:5][CH2:4][CH2:3][CH2:2]1. The yield is 0.969.